From a dataset of Peptide-MHC class I binding affinity with 185,985 pairs from IEDB/IMGT. Regression. Given a peptide amino acid sequence and an MHC pseudo amino acid sequence, predict their binding affinity value. This is MHC class I binding data. (1) The peptide sequence is CPKVSFEPI. The MHC is HLA-B07:02 with pseudo-sequence HLA-B07:02. The binding affinity (normalized) is 0.552. (2) The peptide sequence is YLVQYQATV. The MHC is Patr-B0101 with pseudo-sequence Patr-B0101. The binding affinity (normalized) is 0.